Dataset: Full USPTO retrosynthesis dataset with 1.9M reactions from patents (1976-2016). Task: Predict the reactants needed to synthesize the given product. (1) The reactants are: [CH2:1]([O:8][C:9]1[CH:14]=[CH:13][C:12]([N+:15]([O-])=O)=[CH:11][C:10]=1[Br:18])[C:2]1[CH:7]=[CH:6][CH:5]=[CH:4][CH:3]=1. Given the product [NH2:15][C:12]1[CH:13]=[CH:14][C:9]([O:8][CH2:1][C:2]2[CH:7]=[CH:6][CH:5]=[CH:4][CH:3]=2)=[C:10]([Br:18])[CH:11]=1, predict the reactants needed to synthesize it. (2) Given the product [CH3:1][N:2]([CH3:31])[C:3]1[N:12]=[C:11]([NH:13][CH2:14][C:15]2[CH:16]=[CH:17][C:18]([NH:21][C:22]([CH:24]3[CH2:29][CH2:28][N:27]([CH3:32])[CH2:26][CH2:25]3)=[O:23])=[CH:19][CH:20]=2)[C:10]2[C:5](=[CH:6][C:7]([CH3:30])=[CH:8][CH:9]=2)[N:4]=1, predict the reactants needed to synthesize it. The reactants are: [CH3:1][N:2]([CH3:31])[C:3]1[N:12]=[C:11]([NH:13][CH2:14][C:15]2[CH:20]=[CH:19][C:18]([NH:21][C:22]([CH:24]3[CH2:29][CH2:28][NH:27][CH2:26][CH2:25]3)=[O:23])=[CH:17][CH:16]=2)[C:10]2[C:5](=[CH:6][C:7]([CH3:30])=[CH:8][CH:9]=2)[N:4]=1.[CH2:32]=O. (3) Given the product [NH:16]1[CH2:15][CH2:14][CH:13]([N:10]2[C:11]3[C:7](=[CH:6][CH:5]=[C:4]([C:1]([NH2:2])=[O:3])[CH:12]=3)[CH:8]=[CH:9]2)[CH2:18][CH2:17]1, predict the reactants needed to synthesize it. The reactants are: [C:1]([C:4]1[CH:12]=[C:11]2[C:7]([CH:8]=[CH:9][N:10]2[CH:13]2[CH2:18][CH2:17][N:16](C(OCC3C=CC=CC=3)=O)[CH2:15][CH2:14]2)=[CH:6][CH:5]=1)(=[O:3])[NH2:2].CO.[H][H].